From a dataset of NCI-60 drug combinations with 297,098 pairs across 59 cell lines. Regression. Given two drug SMILES strings and cell line genomic features, predict the synergy score measuring deviation from expected non-interaction effect. (1) Drug 1: CC1OCC2C(O1)C(C(C(O2)OC3C4COC(=O)C4C(C5=CC6=C(C=C35)OCO6)C7=CC(=C(C(=C7)OC)O)OC)O)O. Drug 2: CC1CCC2CC(C(=CC=CC=CC(CC(C(=O)C(C(C(=CC(C(=O)CC(OC(=O)C3CCCCN3C(=O)C(=O)C1(O2)O)C(C)CC4CCC(C(C4)OC)O)C)C)O)OC)C)C)C)OC. Cell line: BT-549. Synergy scores: CSS=33.4, Synergy_ZIP=-10.7, Synergy_Bliss=-9.85, Synergy_Loewe=-1.28, Synergy_HSA=-0.119. (2) Drug 1: C1CC(=O)NC(=O)C1N2CC3=C(C2=O)C=CC=C3N. Drug 2: CN(C(=O)NC(C=O)C(C(C(CO)O)O)O)N=O. Cell line: SNB-19. Synergy scores: CSS=12.5, Synergy_ZIP=3.99, Synergy_Bliss=5.32, Synergy_Loewe=9.94, Synergy_HSA=6.90. (3) Drug 1: CC12CCC(CC1=CCC3C2CCC4(C3CC=C4C5=CN=CC=C5)C)O. Drug 2: CCC1(CC2CC(C3=C(CCN(C2)C1)C4=CC=CC=C4N3)(C5=C(C=C6C(=C5)C78CCN9C7C(C=CC9)(C(C(C8N6C=O)(C(=O)OC)O)OC(=O)C)CC)OC)C(=O)OC)O.OS(=O)(=O)O. Cell line: OVCAR-5. Synergy scores: CSS=12.0, Synergy_ZIP=1.30, Synergy_Bliss=6.47, Synergy_Loewe=4.20, Synergy_HSA=5.39. (4) Drug 2: CN1C2=C(C=C(C=C2)N(CCCl)CCCl)N=C1CCCC(=O)O.Cl. Drug 1: CC12CCC(CC1=CCC3C2CCC4(C3CC=C4C5=CN=CC=C5)C)O. Cell line: EKVX. Synergy scores: CSS=-1.94, Synergy_ZIP=0.455, Synergy_Bliss=0.406, Synergy_Loewe=-2.87, Synergy_HSA=-1.56. (5) Drug 1: CNC(=O)C1=CC=CC=C1SC2=CC3=C(C=C2)C(=NN3)C=CC4=CC=CC=N4. Drug 2: C1=C(C(=O)NC(=O)N1)N(CCCl)CCCl. Cell line: MDA-MB-435. Synergy scores: CSS=1.41, Synergy_ZIP=0.630, Synergy_Bliss=-1.24, Synergy_Loewe=-7.07, Synergy_HSA=-3.43. (6) Drug 1: COC1=CC(=CC(=C1O)OC)C2C3C(COC3=O)C(C4=CC5=C(C=C24)OCO5)OC6C(C(C7C(O6)COC(O7)C8=CC=CS8)O)O. Drug 2: C1=NC2=C(N1)C(=S)N=C(N2)N. Cell line: BT-549. Synergy scores: CSS=25.7, Synergy_ZIP=-6.75, Synergy_Bliss=-1.52, Synergy_Loewe=-2.37, Synergy_HSA=2.59. (7) Drug 1: CS(=O)(=O)C1=CC(=C(C=C1)C(=O)NC2=CC(=C(C=C2)Cl)C3=CC=CC=N3)Cl. Drug 2: CN1C(=O)N2C=NC(=C2N=N1)C(=O)N. Cell line: UACC-257. Synergy scores: CSS=-3.11, Synergy_ZIP=2.70, Synergy_Bliss=0.403, Synergy_Loewe=-6.50, Synergy_HSA=-4.79. (8) Drug 1: C1=CC(=CC=C1CC(C(=O)O)N)N(CCCl)CCCl.Cl. Drug 2: C1CC(=O)NC(=O)C1N2C(=O)C3=CC=CC=C3C2=O. Cell line: M14. Synergy scores: CSS=7.03, Synergy_ZIP=2.68, Synergy_Bliss=7.65, Synergy_Loewe=3.99, Synergy_HSA=4.19. (9) Drug 1: CCCCCOC(=O)NC1=NC(=O)N(C=C1F)C2C(C(C(O2)C)O)O. Drug 2: C1CN(CCN1C(=O)CCBr)C(=O)CCBr. Cell line: NCI-H522. Synergy scores: CSS=33.9, Synergy_ZIP=-8.05, Synergy_Bliss=0.964, Synergy_Loewe=0.895, Synergy_HSA=6.05.